Dataset: NCI-60 drug combinations with 297,098 pairs across 59 cell lines. Task: Regression. Given two drug SMILES strings and cell line genomic features, predict the synergy score measuring deviation from expected non-interaction effect. (1) Drug 1: CC12CCC3C(C1CCC2=O)CC(=C)C4=CC(=O)C=CC34C. Drug 2: CN(CC1=CN=C2C(=N1)C(=NC(=N2)N)N)C3=CC=C(C=C3)C(=O)NC(CCC(=O)O)C(=O)O. Cell line: NCI/ADR-RES. Synergy scores: CSS=19.9, Synergy_ZIP=-2.69, Synergy_Bliss=1.98, Synergy_Loewe=-1.60, Synergy_HSA=1.81. (2) Drug 1: CCC1=CC2CC(C3=C(CN(C2)C1)C4=CC=CC=C4N3)(C5=C(C=C6C(=C5)C78CCN9C7C(C=CC9)(C(C(C8N6C)(C(=O)OC)O)OC(=O)C)CC)OC)C(=O)OC.C(C(C(=O)O)O)(C(=O)O)O. Drug 2: C1C(C(OC1N2C=NC(=NC2=O)N)CO)O. Cell line: NCI-H522. Synergy scores: CSS=57.9, Synergy_ZIP=-2.74, Synergy_Bliss=-0.0339, Synergy_Loewe=-0.384, Synergy_HSA=3.76. (3) Drug 1: CN(C)C1=NC(=NC(=N1)N(C)C)N(C)C. Drug 2: CC1=C2C(C(=O)C3(C(CC4C(C3C(C(C2(C)C)(CC1OC(=O)C(C(C5=CC=CC=C5)NC(=O)OC(C)(C)C)O)O)OC(=O)C6=CC=CC=C6)(CO4)OC(=O)C)O)C)O. Cell line: PC-3. Synergy scores: CSS=4.71, Synergy_ZIP=-7.17, Synergy_Bliss=-2.18, Synergy_Loewe=-29.8, Synergy_HSA=-3.16. (4) Drug 2: C1CC(C1)(C(=O)O)C(=O)O.[NH2-].[NH2-].[Pt+2]. Cell line: SW-620. Synergy scores: CSS=32.1, Synergy_ZIP=-10.8, Synergy_Bliss=-6.21, Synergy_Loewe=-4.90, Synergy_HSA=-2.25. Drug 1: C1=CC(=CC=C1CCCC(=O)O)N(CCCl)CCCl. (5) Drug 1: C1CCN(CC1)CCOC2=CC=C(C=C2)C(=O)C3=C(SC4=C3C=CC(=C4)O)C5=CC=C(C=C5)O. Drug 2: C(CN)CNCCSP(=O)(O)O. Cell line: COLO 205. Synergy scores: CSS=18.0, Synergy_ZIP=0.243, Synergy_Bliss=10.4, Synergy_Loewe=2.71, Synergy_HSA=4.15. (6) Drug 1: CCC(=C(C1=CC=CC=C1)C2=CC=C(C=C2)OCCN(C)C)C3=CC=CC=C3.C(C(=O)O)C(CC(=O)O)(C(=O)O)O. Drug 2: C(CC(=O)O)C(=O)CN.Cl. Cell line: NCI-H522. Synergy scores: CSS=2.76, Synergy_ZIP=-1.98, Synergy_Bliss=-0.812, Synergy_Loewe=-2.63, Synergy_HSA=-1.97. (7) Drug 1: CNC(=O)C1=CC=CC=C1SC2=CC3=C(C=C2)C(=NN3)C=CC4=CC=CC=N4. Drug 2: CC1=C2C(C(=O)C3(C(CC4C(C3C(C(C2(C)C)(CC1OC(=O)C(C(C5=CC=CC=C5)NC(=O)OC(C)(C)C)O)O)OC(=O)C6=CC=CC=C6)(CO4)OC(=O)C)OC)C)OC. Cell line: MALME-3M. Synergy scores: CSS=35.7, Synergy_ZIP=12.9, Synergy_Bliss=14.4, Synergy_Loewe=4.90, Synergy_HSA=13.9. (8) Drug 1: CC1=CC=C(C=C1)C2=CC(=NN2C3=CC=C(C=C3)S(=O)(=O)N)C(F)(F)F. Drug 2: C1CC(=O)NC(=O)C1N2C(=O)C3=CC=CC=C3C2=O. Cell line: HT29. Synergy scores: CSS=-3.84, Synergy_ZIP=0.0904, Synergy_Bliss=-2.41, Synergy_Loewe=-4.11, Synergy_HSA=-5.11. (9) Drug 1: CCC1(CC2CC(C3=C(CCN(C2)C1)C4=CC=CC=C4N3)(C5=C(C=C6C(=C5)C78CCN9C7C(C=CC9)(C(C(C8N6C)(C(=O)OC)O)OC(=O)C)CC)OC)C(=O)OC)O.OS(=O)(=O)O. Drug 2: C1CC(=O)NC(=O)C1N2C(=O)C3=CC=CC=C3C2=O. Cell line: HCT116. Synergy scores: CSS=-1.45, Synergy_ZIP=2.70, Synergy_Bliss=3.39, Synergy_Loewe=-5.29, Synergy_HSA=-0.996. (10) Drug 1: C#CCC(CC1=CN=C2C(=N1)C(=NC(=N2)N)N)C3=CC=C(C=C3)C(=O)NC(CCC(=O)O)C(=O)O. Drug 2: CC1CCCC2(C(O2)CC(NC(=O)CC(C(C(=O)C(C1O)C)(C)C)O)C(=CC3=CSC(=N3)C)C)C. Cell line: A549. Synergy scores: CSS=48.6, Synergy_ZIP=3.76, Synergy_Bliss=1.36, Synergy_Loewe=1.89, Synergy_HSA=1.89.